From a dataset of Full USPTO retrosynthesis dataset with 1.9M reactions from patents (1976-2016). Predict the reactants needed to synthesize the given product. Given the product [C:1]([O:5][C:6]([N:8]([CH:13]1[CH2:14][CH2:15][CH2:16][CH2:17][CH2:18]1)[CH2:9][C:10]([OH:12])=[O:11])=[O:7])([CH3:4])([CH3:2])[CH3:3], predict the reactants needed to synthesize it. The reactants are: [C:1]([O:5][C:6]([N:8]([C:13]1[CH:18]=[CH:17][CH:16]=[CH:15][CH:14]=1)[CH2:9][C:10]([OH:12])=[O:11])=[O:7])([CH3:4])([CH3:3])[CH3:2].[H][H].